Task: Regression/Classification. Given a drug SMILES string, predict its absorption, distribution, metabolism, or excretion properties. Task type varies by dataset: regression for continuous measurements (e.g., permeability, clearance, half-life) or binary classification for categorical outcomes (e.g., BBB penetration, CYP inhibition). For this dataset (solubility_aqsoldb), we predict Y.. Dataset: Aqueous solubility values for 9,982 compounds from the AqSolDB database (1) The compound is ClCCSCCCl. The Y is -2.37 log mol/L. (2) The molecule is CCCCCCCCCOC(=O)c1ccccc1C(=O)OCCCCCCCC. The Y is -4.78 log mol/L. (3) The drug is O=C(CO)CO. The Y is 1.01 log mol/L. (4) The compound is ClC(Cl)(Cl)Cl. The Y is -2.31 log mol/L. (5) The drug is CCN(c1ccccc1)c1nc(Cl)nc(Nc2cc(S(=O)(=O)[O-])cc3c2C(=O)/C(=N/Nc2ccc4ccccc4c2S(=O)(=O)[O-])C(S(=O)(=O)[O-])=C3)n1.[Na+].[Na+].[Na+]. The Y is -0.459 log mol/L. (6) The compound is CC(C)OC(=O)CCCCC(=O)OC(C)C. The Y is -3.11 log mol/L. (7) The compound is C=C(C)C(=O)OCC(C)C. The Y is -2.04 log mol/L. (8) The compound is CCCCCCCCCCCCCCC1CO1. The Y is -6.68 log mol/L. (9) The drug is COC(Cc1ccccc1)OC. The Y is -1.63 log mol/L. (10) The molecule is C=CC(C)(CCC=C(C)C)OC(C)=O. The Y is -3.82 log mol/L.